This data is from Peptide-MHC class II binding affinity with 134,281 pairs from IEDB. The task is: Regression. Given a peptide amino acid sequence and an MHC pseudo amino acid sequence, predict their binding affinity value. This is MHC class II binding data. (1) The peptide sequence is GELQIVDMIDAAFKI. The MHC is DRB1_0701 with pseudo-sequence DRB1_0701. The binding affinity (normalized) is 0.831. (2) The peptide sequence is KFIPALEAAVKQAYA. The MHC is DRB1_1602 with pseudo-sequence DRB1_1602. The binding affinity (normalized) is 0.551.